The task is: Predict the reactants needed to synthesize the given product.. This data is from Full USPTO retrosynthesis dataset with 1.9M reactions from patents (1976-2016). (1) Given the product [CH3:1][O:2][C:3]1[C:15]2[NH:14][C:13]3[C:8](=[CH:9][C:10]([C:16]([OH:18])=[O:17])=[CH:11][CH:12]=3)[C:7]=2[CH:6]=[C:5]2[C:21]3[CH:22]=[C:23]([C:28]([OH:30])=[O:29])[CH:24]=[CH:25][C:26]=3[NH:27][C:4]=12, predict the reactants needed to synthesize it. The reactants are: [CH3:1][O:2][C:3]1[C:15]2[NH:14][C:13]3[C:8](=[CH:9][C:10]([C:16]([O:18]CC)=[O:17])=[CH:11][CH:12]=3)[C:7]=2[CH:6]=[C:5]2[C:21]3[CH:22]=[C:23]([C:28]([O:30]CC)=[O:29])[CH:24]=[CH:25][C:26]=3[NH:27][C:4]=12.[OH-].[K+].Cl. (2) The reactants are: Cl[C:2]1[CH:7]=[C:6]([CH3:8])[CH:5]=[C:4]([Cl:9])[N:3]=1.C(N(CC)C(C)C)(C)C.[CH2:19]([NH2:26])[C:20]1[CH:25]=[CH:24][CH:23]=[CH:22][CH:21]=1. Given the product [CH2:19]([NH:26][C:2]1[CH:7]=[C:6]([CH3:8])[CH:5]=[C:4]([Cl:9])[N:3]=1)[C:20]1[CH:25]=[CH:24][CH:23]=[CH:22][CH:21]=1, predict the reactants needed to synthesize it. (3) The reactants are: Cl[C:2]1[C:3]2[C:10]([C:11]3[CH:16]=[CH:15][CH:14]=[CH:13][C:12]=3[O:17][CH3:18])=[CH:9][N:8]([CH2:19][O:20][CH2:21][CH2:22][Si:23]([CH3:26])([CH3:25])[CH3:24])[C:4]=2[N:5]=[CH:6][N:7]=1.[C:27]1(B(O)O)[CH:32]=[CH:31][CH:30]=[CH:29][CH:28]=1.C(=O)([O-])[O-].[K+].[K+]. Given the product [CH3:18][O:17][C:12]1[CH:13]=[CH:14][CH:15]=[CH:16][C:11]=1[C:10]1[C:3]2[C:2]([C:27]3[CH:32]=[CH:31][CH:30]=[CH:29][CH:28]=3)=[N:7][CH:6]=[N:5][C:4]=2[N:8]([CH2:19][O:20][CH2:21][CH2:22][Si:23]([CH3:26])([CH3:25])[CH3:24])[CH:9]=1, predict the reactants needed to synthesize it. (4) Given the product [Cl:1][C:26]1[CH:27]=[CH:28][C:23]([C@H:16]2[NH:15][C@@H:19]([C@@H:20]([OH:22])[CH3:21])[CH2:18][CH2:17]2)=[CH:24][CH:25]=1, predict the reactants needed to synthesize it. The reactants are: [ClH:1].C(OCC)(=O)C.C(OC([N:15]1[C@@H:19]([C@@H:20]([OH:22])[CH3:21])[CH2:18][CH2:17][C@H:16]1[C:23]1[CH:28]=[CH:27][C:26](F)=[CH:25][CH:24]=1)=O)(C)(C)C. (5) Given the product [C:11]([C:3]1[C:4](=[O:10])[O:5][C:6]([CH2:8][CH3:9])=[CH:7][C:2]=1[OH:1])(=[O:15])[CH2:12][CH2:13][CH3:14], predict the reactants needed to synthesize it. The reactants are: [OH:1][C:2]1[CH:7]=[C:6]([CH2:8][CH3:9])[O:5][C:4](=[O:10])[CH:3]=1.[C:11](Cl)(=[O:15])[CH2:12][CH2:13][CH3:14]. (6) Given the product [Br:1][C:2]1[CH:7]=[CH:6][C:5]([C:8]([C:10]2[CH:15]=[CH:14][C:13]([O:25][CH2:24][CH2:23][CH2:22][CH3:21])=[CH:12][CH:11]=2)=[CH2:9])=[CH:4][CH:3]=1, predict the reactants needed to synthesize it. The reactants are: [Br:1][C:2]1[CH:7]=[CH:6][C:5]([C:8]([C:10]2[CH:15]=[CH:14][C:13](N(C)C)=[CH:12][CH:11]=2)=[CH2:9])=[CH:4][CH:3]=1.BrC1C=C[C:23]([C:24](C2C=CC(OCCCC)=CC=2)=[O:25])=[CH:22][CH:21]=1.C[Mg]Br.